Predict the product of the given reaction. From a dataset of Forward reaction prediction with 1.9M reactions from USPTO patents (1976-2016). (1) Given the reactants [CH3:1][C@@H:2]1[CH2:7][CH2:6][CH2:5][N:4]([C:8](=[O:22])C2C=C(C)C=CC=2C2C=NN(C)C=2)[C@@H:3]1[CH2:23][N:24]1[C:32](=[O:33])[C:31]2[C:26](=[CH:27][CH:28]=[CH:29][CH:30]=2)[C:25]1=[O:34].[Br:35][C:36]1[C:37](C(O)=O)=[N:38][C:39]([CH3:42])=[CH:40][CH:41]=1, predict the reaction product. The product is: [Br:35][C:36]1[C:37]([C:8]([N:4]2[CH2:5][CH2:6][CH2:7][C@@H:2]([CH3:1])[C@H:3]2[CH2:23][N:24]2[C:25](=[O:34])[C:26]3[C:27](=[CH:28][CH:29]=[CH:30][CH:31]=3)[C:32]2=[O:33])=[O:22])=[N:38][C:39]([CH3:42])=[CH:40][CH:41]=1. (2) Given the reactants [Cl:1][C:2]1[C:3]([F:27])=[C:4]([N:8]2[C:16]([C:18]3[CH:23]=[CH:22][C:21]([NH2:24])=[C:20]([NH2:25])[CH:19]=3)([OH:17])[C:15]3[C:10](=[CH:11][CH:12]=[CH:13][CH:14]=3)[C:9]2=[O:26])[CH:5]=[CH:6][CH:7]=1.[C:28](N1C=CN=C1)(N1C=CN=C1)=[O:29], predict the reaction product. The product is: [Cl:1][C:2]1[C:3]([F:27])=[C:4]([N:8]2[C:9](=[O:26])[C:10]3[C:15](=[CH:14][CH:13]=[CH:12][CH:11]=3)[C:16]2([C:18]2[CH:23]=[CH:22][C:21]3[NH:24][C:28](=[O:29])[NH:25][C:20]=3[CH:19]=2)[OH:17])[CH:5]=[CH:6][CH:7]=1. (3) Given the reactants [S:1]1[CH:5]=[CH:4][C:3]([NH:6][C:7](=O)[CH2:8][CH2:9][CH2:10][CH3:11])=[CH:2]1.[H-].[H-].[H-].[H-].[Li+].[Al+3], predict the reaction product. The product is: [CH2:7]([NH:6][C:3]1[CH:4]=[CH:5][S:1][CH:2]=1)[CH2:8][CH2:9][CH2:10][CH3:11]. (4) Given the reactants [CH3:1][O:2][C:3](=[O:26])[C:4]1[CH:9]=[CH:8][CH:7]=[C:6]([CH2:10][N:11]2[C:15](=[O:16])[C:14]([C:18]3[CH:23]=[CH:22][CH:21]=[C:20](Br)[CH:19]=3)([CH3:17])[NH:13][C:12]2=[O:25])[CH:5]=1.[C:27]([NH:37][CH2:38][C:39]#[CH:40])([O:29][CH2:30][C:31]1[CH:36]=[CH:35][CH:34]=[CH:33][CH:32]=1)=[O:28].N(C(C)C)C(C)C, predict the reaction product. The product is: [CH3:1][O:2][C:3](=[O:26])[C:4]1[CH:9]=[CH:8][CH:7]=[C:6]([CH2:10][N:11]2[C:15](=[O:16])[C:14]([C:18]3[CH:23]=[CH:22][CH:21]=[C:20]([C:40]#[C:39][CH2:38][NH:37][C:27]([O:29][CH2:30][C:31]4[CH:32]=[CH:33][CH:34]=[CH:35][CH:36]=4)=[O:28])[CH:19]=3)([CH3:17])[NH:13][C:12]2=[O:25])[CH:5]=1. (5) Given the reactants [C:1]([C:3]1[CH:8]=[CH:7][C:6]([C:9]2[O:10][C@@H:11]([CH3:17])[C@H:12]([C:14]([O-:16])=O)[N:13]=2)=[C:5]([OH:18])[CH:4]=1)#[CH:2].[CH2:19]([NH3+:21])[CH3:20].C(Cl)Cl.C1C=CC2N(O)N=NC=2C=1.C1CCC(N=C=NC2CCCCC2)CC1, predict the reaction product. The product is: [CH2:19]([NH:21][C:14]([C@H:12]1[C@H:11]([CH3:17])[O:10][C:9]([C:6]2[CH:7]=[CH:8][C:3]([C:1]#[CH:2])=[CH:4][C:5]=2[OH:18])=[N:13]1)=[O:16])[CH3:20]. (6) Given the reactants Cl.[CH2:2]([NH2:4])[CH3:3].[C:5]([N:10]1[CH2:15][CH2:14][C:13](=O)[CH:12]([CH3:17])[CH2:11]1)([O:7][CH2:8][CH3:9])=[O:6].[OH-].[K+].C([BH3-])#N.[Na+], predict the reaction product. The product is: [C:5]([N:10]1[CH2:15][CH2:14][CH:13]([NH:4][CH2:2][CH3:3])[CH:12]([CH3:17])[CH2:11]1)([O:7][CH2:8][CH3:9])=[O:6].